Dataset: Forward reaction prediction with 1.9M reactions from USPTO patents (1976-2016). Task: Predict the product of the given reaction. Given the reactants [NH2:1][C:2]1[C:11]2[C:6](=[CH:7][CH:8]=[CH:9][C:10]=2[O:12][CH2:13][C:14]([CH3:19])([CH3:18])[C:15]([OH:17])=O)[N:5]=[C:4]([CH3:20])[C:3]=1[C:21]([O:23][CH2:24][CH3:25])=[O:22].[CH3:26][O:27][C:28]1[CH:37]=[CH:36][CH:35]=[C:34]2[C:29]=1[CH2:30][CH2:31][CH2:32][CH:33]2[NH2:38], predict the reaction product. The product is: [NH2:1][C:2]1[C:11]2[C:6](=[CH:7][CH:8]=[CH:9][C:10]=2[O:12][CH2:13][C:14]([CH3:18])([CH3:19])[C:15]([NH:38][CH:33]2[C:34]3[C:29](=[C:28]([O:27][CH3:26])[CH:37]=[CH:36][CH:35]=3)[CH2:30][CH2:31][CH2:32]2)=[O:17])[N:5]=[C:4]([CH3:20])[C:3]=1[C:21]([O:23][CH2:24][CH3:25])=[O:22].